From a dataset of Reaction yield outcomes from USPTO patents with 853,638 reactions. Predict the reaction yield, written as a fraction of the theoretical maximum amount of product (1.0 means a 100% yield; for example, 0.34 means a 34% yield). (1) The product is [Cl:1][CH2:2][CH2:3][CH2:4][O:5][C:6]1[CH:14]=[CH:13][C:9]([C:10]2[O:11][C:16]([CH3:20])=[C:17]([CH3:18])[N:12]=2)=[CH:8][CH:7]=1. The catalyst is C(#N)CC. The yield is 0.100. The reactants are [Cl:1][CH2:2][CH2:3][CH2:4][O:5][C:6]1[CH:14]=[CH:13][C:9]([C:10]([NH2:12])=[O:11])=[CH:8][CH:7]=1.Br[CH:16]([CH3:20])[C:17](=O)[CH3:18]. (2) The product is [CH3:32][NH:31][C:29]([NH:28][C:25]1[CH:26]=[CH:27][C:22]([C:10]2[N:11]=[C:12]([N:14]3[CH2:20][CH:19]4[O:21][CH:16]([CH2:17][CH2:18]4)[CH2:15]3)[N:13]=[C:8]([C:5]3[CH:4]=[CH:3][C:2]([NH:1][C:40](=[O:41])[NH:39][C:36]4[CH:37]=[CH:38][N:33]=[CH:34][CH:35]=4)=[CH:7][CH:6]=3)[N:9]=2)=[CH:23][CH:24]=1)=[O:30]. The reactants are [NH2:1][C:2]1[CH:7]=[CH:6][C:5]([C:8]2[N:13]=[C:12]([N:14]3[CH2:20][CH:19]4[O:21][CH:16]([CH2:17][CH2:18]4)[CH2:15]3)[N:11]=[C:10]([C:22]3[CH:27]=[CH:26][C:25]([NH:28][C:29]([NH:31][CH3:32])=[O:30])=[CH:24][CH:23]=3)[N:9]=2)=[CH:4][CH:3]=1.[N:33]1[CH:38]=[CH:37][C:36]([NH:39][C:40](=O)[O:41]C2C=CC=CC=2)=[CH:35][CH:34]=1. The yield is 0.0400. No catalyst specified. (3) The reactants are [F:1][C:2]1[CH:22]=[CH:21][CH:20]=[C:19]([F:23])[C:3]=1[CH2:4][CH:5]1[CH2:10][CH:9]([C:11]([O:13]C)=[O:12])[CH2:8][CH2:7][N:6]1[C:15]([O:17][CH3:18])=[O:16].[Br-].[Li+].C(N(CC)CC)C.CC(OC)(C)C. The catalyst is C(#N)C.O. The product is [F:1][C:2]1[CH:22]=[CH:21][CH:20]=[C:19]([F:23])[C:3]=1[CH2:4][CH:5]1[CH2:10][CH:9]([C:11]([OH:13])=[O:12])[CH2:8][CH2:7][N:6]1[C:15]([O:17][CH3:18])=[O:16]. The yield is 0.820. (4) The reactants are [CH2:1]([NH2:8])[CH2:2][CH2:3][CH2:4][CH2:5][CH2:6][CH3:7].[CH2:9]([O:11][C@@H:12]([CH2:17][C:18]1[CH:19]=[N:20][C:21]([C:24]2[CH:29]=[CH:28][CH:27]=[C:26]([N:30]([CH3:43])[C:31](OC3C=CC([N+]([O-])=O)=CC=3)=[O:32])[CH:25]=2)=[CH:22][CH:23]=1)[C:13]([O:15][CH3:16])=[O:14])[CH3:10].O. The catalyst is CN(C)C=O. The product is [CH2:9]([O:11][C@@H:12]([CH2:17][C:18]1[CH:19]=[N:20][C:21]([C:24]2[CH:29]=[CH:28][CH:27]=[C:26]([N:30]([CH3:43])[C:31]([NH:8][CH2:1][CH2:2][CH2:3][CH2:4][CH2:5][CH2:6][CH3:7])=[O:32])[CH:25]=2)=[CH:22][CH:23]=1)[C:13]([O:15][CH3:16])=[O:14])[CH3:10]. The yield is 0.500. (5) The reactants are C([O:8][CH2:9][C@@H:10]1[CH:14]([CH:15]([CH3:18])[CH2:16][OH:17])[O:13][C:12](=[O:19])[NH:11]1)C1C=CC=CC=1. The catalyst is CO.[Pd]. The product is [OH:8][CH2:9][C@@H:10]1[CH:14]([CH:15]([CH3:18])[CH2:16][OH:17])[O:13][C:12](=[O:19])[NH:11]1. The yield is 0.990.